Task: Binary Classification. Given a miRNA mature sequence and a target amino acid sequence, predict their likelihood of interaction.. Dataset: Experimentally validated miRNA-target interactions with 360,000+ pairs, plus equal number of negative samples (1) The miRNA is mmu-miR-92b-3p with sequence UAUUGCACUCGUCCCGGCCUCC. The protein sequence of the target gene is MTSVWKRLQRVGKRAAKFQFVACYHELVLECTKKWQPDKLVVVWTRRNRRICSKAHSWQPGIQNPYRGTVVWMVPENVDISVTLYRDPHVDQYETKEWTFIIENESKGQRKVLATVDVNLAHHAGPVPAQVPLRLRLKPKSVKVVHAELSLTLSGVLLREGRATDDDMQSLASLMSVKPSDVGNLDDFAESDEEEANGPGAPEVRTRGPQSDLSRELKTLCEEEDEGHIRPQQAAARPSSAEDTSPAPVSAPAPPVRAFRGQGSEPAAITGGQVGPETPEPPPSPPETRSTGQPGQTMVP.... Result: 0 (no interaction). (2) The miRNA is hsa-miR-3180-5p with sequence CUUCCAGACGCUCCGCCCCACGUCG. The protein sequence of the target gene is MRPRGLPPLLVVLLGCWASVSAQTDATPAVTTEGLNSTEAALATFGTFPSTRPPGTPRAPGPSSGPRPTPVTDVAVLCVCDLSPAQCDINCCCDPDCSSVDFSVFSACSVPVVTGDSQFCSQKAVIYSLNFTANPPQRVFELVDQINPSIFCIHITNYKPALSFINPEVPDENNFDTLMKTSDGFTLNAESYVSFTTKLDIPTAAKYEYGVPLQTSDSFLRFPSSLTSSLCTDNNPAAFLVNQAVKCTRKINLEQCEEIEALSMAFYSSPEILRVPDSRKKVPITVQSIVIQSLNKTLTR.... Result: 0 (no interaction). (3) The miRNA is cel-miR-1828 with sequence ACUGGAAGCAUUUAAGUGAUAGU. The protein sequence of the target gene is MTRWVPTKREEKYGVAFYNYDARGADELSLQIGDTVHILETYEGWYRGYTLRKKSKKGIFPASYIHLKEAIVEGKGQHETVIPGDLPLIQEVTTTLREWSTIWRQLYVQDNREMFRSVRHMIYDLIEWRSQILSGTLPQDELKELKKKVTAKIDYGNRILDLDLVVRDEDGNILDPELTSTISLFRAHEVASKQVEERLQEEKSQKQNMDINRQAKFAATPSLALFVNLKNVVCKIGEDAEVLMSLYDPMESKFISENYLVRWSSSGLPKDIDRLHNLRAVFTDLGSKDLKREKISFVCQ.... Result: 0 (no interaction). (4) The miRNA is hsa-miR-6083 with sequence CUUAUAUCAGAGGCUGUGGG. The protein sequence of the target gene is MATLVVNKLGAGVDSGRQGSRGTAVVKVLECGVCEDVFSLQGDKVPRLLLCGHTVCHDCLTRLPLHGRAIRCPFDRQVTDLGDSGVWGLKKNFALLELLERLQNGPIGQYGAAEESIGISGESIIRCDEDEAHLASVYCTVCATHLCSECSQVTHSTKTLAKHRRVPLADKPHEKTMCSQHQVHAIEFVCLEEGCQTSPLMCCVCKEYGKHQGHKHSVLEPEANQIRASILDMAHCIRTFTEEISDYSRKLVGIVQHIEGGEQIVEDGIGMAHTEHVPGTAENARSCIRAYFYDLHETLC.... Result: 1 (interaction). (5) The miRNA is hsa-miR-548u with sequence CAAAGACUGCAAUUACUUUUGCG. The protein sequence of the target gene is MNAIVALCHFCELHGPRTLFCTEVLHAPLPQGDGNEDSPGQGEQAEEEEGGIQMNSRMRAHSPAEGASVESSSPGPKKSDMCEGCRSLAAGHPGYISHDKETSIKYVSHQHPSHPQLFSIVRQACVRSLSCEVCPGREGPIFFGDEQHGFVFSHTFFIKDSLARGFQRWYSIITIMMDRIYLINSWPFLLGKVRGIIDELQGKALKVFEAEQFGCPQRAQRMNTAFTPFLHQRNGNAARSLTSLTSDDNLWACLHTSFAWLLKACGSRLTEKLLEGAPTEDTLVQMEKLADLEEESESWD.... Result: 1 (interaction). (6) The miRNA is mmu-miR-34b-5p with sequence AGGCAGUGUAAUUAGCUGAUUGU. The protein sequence of the target gene is MARGERRRRAAAAEGARPLERARAAGRRDGRAGGARGSASGAALAVVVLALAFGLSGRWVLAWLRVRRALTLHPAPSALPPDSSSPAVAPELFWGTYRPHVYFGMKTRSPKPLLTGLMWAQQGATPGTPPKLRHTCEQGDGVGPYGWEFHDGRTFGRQHIHDGALRLTTEFVKRPGGQHGGDWSWRVTVEPQASGTPSFPLVSLFFYVVTDGQEVLLPEIGAKGQLKSISGHTSELGDFRLTLLPPTSPGDTVPKHGSYNVFWSSNPGLPQLTDMVKSRLNSWFQHRPPGASPDRYLGLP.... Result: 0 (no interaction).